Dataset: TCR-epitope binding with 47,182 pairs between 192 epitopes and 23,139 TCRs. Task: Binary Classification. Given a T-cell receptor sequence (or CDR3 region) and an epitope sequence, predict whether binding occurs between them. (1) The epitope is FPRPWLHGL. The TCR CDR3 sequence is CASSLYLAPNEKLFF. Result: 1 (the TCR binds to the epitope). (2) The epitope is PKYVKQNTLKLAT. The TCR CDR3 sequence is CASRGDRVTYEQYF. Result: 1 (the TCR binds to the epitope). (3) The epitope is TPQDLNTML. The TCR CDR3 sequence is CASSQGQLNTGELFF. Result: 0 (the TCR does not bind to the epitope). (4) The epitope is AMFWSVPTV. The TCR CDR3 sequence is CASSYMLQTFNTEAFF. Result: 1 (the TCR binds to the epitope). (5) The epitope is FIAGLIAIV. The TCR CDR3 sequence is CASTSWGLQGPTGELFF. Result: 0 (the TCR does not bind to the epitope). (6) The epitope is RIFTIGTVTLK. The TCR CDR3 sequence is CASSSNDRGTDSPLHF. Result: 1 (the TCR binds to the epitope).